Dataset: Catalyst prediction with 721,799 reactions and 888 catalyst types from USPTO. Task: Predict which catalyst facilitates the given reaction. Reactant: [NH2:1][C:2]1[C:3]([S:37][CH2:38][CH2:39][NH:40][C:41]([O:43][C:44]([CH3:47])([CH3:46])[CH3:45])=[O:42])=[C:4]([NH:12][C:13](=[O:36])[CH2:14][CH2:15][CH2:16][CH2:17][NH:18][C:19]([NH:28][C:29](=[O:35])[O:30][C:31]([CH3:34])([CH3:33])[CH3:32])=[N:20][C:21]([O:23][C:24]([CH3:27])([CH3:26])[CH3:25])=[O:22])[CH:5]=[C:6]([C:8]([F:11])([F:10])[F:9])[CH:7]=1.C(N(C(C)C)CC)(C)C.Cl[C:58](Cl)([O:60]C(=O)OC(Cl)(Cl)Cl)Cl.[F:69][C:70]([F:89])([F:88])[C:71]1[CH:72]=[C:73]([CH:82]=[C:83]([N+:85]([O-:87])=[O:86])[CH:84]=1)[O:74][C:75]1[CH:80]=[CH:79][C:78]([NH2:81])=[CH:77][CH:76]=1. Product: [C:24]([O:23][C:21]([NH:20][C:19]([NH:18][CH2:17][CH2:16][CH2:15][CH2:14][C:13]([NH:12][C:4]1[C:3]([S:37][CH2:38][CH2:39][NH:40][C:41]([O:43][C:44]([CH3:47])([CH3:46])[CH3:45])=[O:42])=[C:2]([NH:1][C:58]([NH:81][C:78]2[CH:79]=[CH:80][C:75]([O:74][C:73]3[CH:82]=[C:83]([NH+:85]([O-:87])[OH:86])[CH:84]=[C:71]([C:70]([F:88])([F:89])[F:69])[CH:72]=3)=[CH:76][CH:77]=2)=[O:60])[CH:7]=[C:6]([C:8]([F:11])([F:9])[F:10])[CH:5]=1)=[O:36])=[N:28][C:29]([O:30][C:31]([CH3:32])([CH3:33])[CH3:34])=[O:35])=[O:22])([CH3:27])([CH3:25])[CH3:26]. The catalyst class is: 91.